From a dataset of NCI-60 drug combinations with 297,098 pairs across 59 cell lines. Regression. Given two drug SMILES strings and cell line genomic features, predict the synergy score measuring deviation from expected non-interaction effect. (1) Drug 1: CC12CCC3C(C1CCC2=O)CC(=C)C4=CC(=O)C=CC34C. Drug 2: C1CCC(C(C1)N)N.C(=O)(C(=O)[O-])[O-].[Pt+4]. Cell line: CCRF-CEM. Synergy scores: CSS=70.1, Synergy_ZIP=-5.14, Synergy_Bliss=0.433, Synergy_Loewe=-2.11, Synergy_HSA=-0.738. (2) Drug 1: CS(=O)(=O)CCNCC1=CC=C(O1)C2=CC3=C(C=C2)N=CN=C3NC4=CC(=C(C=C4)OCC5=CC(=CC=C5)F)Cl. Drug 2: CC1=C(N=C(N=C1N)C(CC(=O)N)NCC(C(=O)N)N)C(=O)NC(C(C2=CN=CN2)OC3C(C(C(C(O3)CO)O)O)OC4C(C(C(C(O4)CO)O)OC(=O)N)O)C(=O)NC(C)C(C(C)C(=O)NC(C(C)O)C(=O)NCCC5=NC(=CS5)C6=NC(=CS6)C(=O)NCCC[S+](C)C)O. Cell line: LOX IMVI. Synergy scores: CSS=29.4, Synergy_ZIP=5.86, Synergy_Bliss=6.18, Synergy_Loewe=-19.7, Synergy_HSA=-0.477. (3) Drug 1: CCC1(CC2CC(C3=C(CCN(C2)C1)C4=CC=CC=C4N3)(C5=C(C=C6C(=C5)C78CCN9C7C(C=CC9)(C(C(C8N6C)(C(=O)OC)O)OC(=O)C)CC)OC)C(=O)OC)O.OS(=O)(=O)O. Drug 2: CC1CCC2CC(C(=CC=CC=CC(CC(C(=O)C(C(C(=CC(C(=O)CC(OC(=O)C3CCCCN3C(=O)C(=O)C1(O2)O)C(C)CC4CCC(C(C4)OC)O)C)C)O)OC)C)C)C)OC. Cell line: RXF 393. Synergy scores: CSS=2.49, Synergy_ZIP=-1.96, Synergy_Bliss=-3.19, Synergy_Loewe=-2.33, Synergy_HSA=-2.75. (4) Drug 1: C1=NC2=C(N=C(N=C2N1C3C(C(C(O3)CO)O)O)F)N. Drug 2: C1=NNC2=C1C(=O)NC=N2. Cell line: HT29. Synergy scores: CSS=-1.00, Synergy_ZIP=0.422, Synergy_Bliss=-1.62, Synergy_Loewe=-3.04, Synergy_HSA=-5.41. (5) Drug 1: CC1=CC=C(C=C1)C2=CC(=NN2C3=CC=C(C=C3)S(=O)(=O)N)C(F)(F)F. Drug 2: C1=CN(C(=O)N=C1N)C2C(C(C(O2)CO)O)O.Cl. Cell line: PC-3. Synergy scores: CSS=10.9, Synergy_ZIP=1.55, Synergy_Bliss=1.09, Synergy_Loewe=-6.76, Synergy_HSA=0.657.